From a dataset of Reaction yield outcomes from USPTO patents with 853,638 reactions. Predict the reaction yield, written as a fraction of the theoretical maximum amount of product (1.0 means a 100% yield; for example, 0.34 means a 34% yield). (1) The product is [Cl:8][C:6]1[CH:5]=[C:4]([C@@H:9]2[CH2:14][C@H:13]([C:15]3[O:19][NH:18][C:17](=[O:20])[CH:16]=3)[CH2:12][CH2:11][NH:10]2)[CH:3]=[C:2]([Cl:1])[CH:7]=1. The yield is 0.600. No catalyst specified. The reactants are [Cl:1][C:2]1[CH:3]=[C:4]([C@@H:9]2[CH2:14][C@H:13]([C:15]3[O:19][NH:18][C:17](=[O:20])[CH:16]=3)[CH2:12][CH2:11][N:10]2C(OC)=O)[CH:5]=[C:6]([Cl:8])[CH:7]=1.Br. (2) The catalyst is ClCCCl. The reactants are [CH2:1]([O:8][C:9]([N:11]1[CH2:16][CH2:15][C:14](=O)[CH2:13][CH2:12]1)=[O:10])[C:2]1[CH:7]=[CH:6][CH:5]=[CH:4][CH:3]=1.Cl.[CH3:19][NH2:20].CC(O)=O.C([O-])(O)=O.[Na+]. The product is [CH2:1]([O:8][C:9]([N:11]1[CH2:16][CH2:15][CH:14]([NH:20][CH3:19])[CH2:13][CH2:12]1)=[O:10])[C:2]1[CH:7]=[CH:6][CH:5]=[CH:4][CH:3]=1. The yield is 1.00. (3) The reactants are [CH3:1][O:2][C:3]1[C:8]([CH:9]=[CH2:10])=[CH:7][N:6]=[C:5]2[N:11]([CH2:14][O:15][CH2:16][CH2:17][Si:18]([CH3:21])([CH3:20])[CH3:19])[CH:12]=[CH:13][C:4]=12.I[C:23]1[CH:24]=[C:25]([CH:31]=[CH:32][C:33]=1[CH3:34])[C:26]([O:28][CH2:29][CH3:30])=[O:27]. No catalyst specified. The product is [CH3:1][O:2][C:3]1[C:8](/[CH:9]=[CH:10]/[C:23]2[CH:24]=[C:25]([CH:31]=[CH:32][C:33]=2[CH3:34])[C:26]([O:28][CH2:29][CH3:30])=[O:27])=[CH:7][N:6]=[C:5]2[N:11]([CH2:14][O:15][CH2:16][CH2:17][Si:18]([CH3:21])([CH3:20])[CH3:19])[CH:12]=[CH:13][C:4]=12. The yield is 0.580. (4) The reactants are C(OC([NH:8][C@@H:9]([CH2:11][O:12][CH2:13][C:14]1[CH:19]=[CH:18][C:17]([F:20])=[CH:16][CH:15]=1)[CH3:10])=O)(C)(C)C.FC(F)(F)C(O)=O. The catalyst is C(Cl)Cl. The product is [F:20][C:17]1[CH:16]=[CH:15][C:14]([CH2:13][O:12][CH2:11][C@H:9]([NH2:8])[CH3:10])=[CH:19][CH:18]=1. The yield is 0.850.